From a dataset of Retrosynthesis with 50K atom-mapped reactions and 10 reaction types from USPTO. Predict the reactants needed to synthesize the given product. Given the product CC(=O)N1CCC[C@@H]1C(=O)N1CCC(c2ccc(Nc3cc(NCc4cccc(F)c4F)c(C(N)=O)cn3)cc2)CC1, predict the reactants needed to synthesize it. The reactants are: CC(=O)N1CCC[C@@H]1C(=O)O.NC(=O)c1cnc(Nc2ccc(C3CCNCC3)cc2)cc1NCc1cccc(F)c1F.